This data is from Forward reaction prediction with 1.9M reactions from USPTO patents (1976-2016). The task is: Predict the product of the given reaction. Given the reactants [OH:1]/[N:2]=[C:3](\[NH2:38])/[CH2:4][C:5]1[CH:6]=[CH:7][C:8]2[NH:14][C:13]3[N:15]=[C:16]([C:19]([F:22])([F:21])[F:20])[CH:17]=[CH:18][C:12]=3[CH2:11][N:10]([S:23]([C:26]3[CH:31]=[CH:30][C:29]([O:32][C:33]([F:36])([F:35])[F:34])=[CH:28][CH:27]=3)(=[O:25])=[O:24])[C:9]=2[CH:37]=1.C([O:42][C:43]([CH3:48])([CH3:47])[C:44](Cl)=O)(=O)C, predict the reaction product. The product is: [F:36][C:33]([F:35])([F:34])[O:32][C:29]1[CH:30]=[CH:31][C:26]([S:23]([N:10]2[C:9]3[CH:37]=[C:5]([CH2:4][C:3]4[N:38]=[C:44]([C:43]([OH:42])([CH3:48])[CH3:47])[O:1][N:2]=4)[CH:6]=[CH:7][C:8]=3[NH:14][C:13]3[N:15]=[C:16]([C:19]([F:21])([F:22])[F:20])[CH:17]=[CH:18][C:12]=3[CH2:11]2)(=[O:25])=[O:24])=[CH:27][CH:28]=1.